This data is from Forward reaction prediction with 1.9M reactions from USPTO patents (1976-2016). The task is: Predict the product of the given reaction. Given the reactants [F:1][C:2]1[C:7]([F:8])=[CH:6][CH:5]=[CH:4][C:3]=1[C:9]1[N:17]=[C:12]2[CH:13]=[N:14][NH:15][CH:16]=[C:11]2[N:10]=1.Cl[CH2:19][C:20]1[CH:25]=[CH:24][C:23]([O:26][CH2:27][C:28]2[CH:33]=[CH:32][CH:31]=[CH:30][CH:29]=2)=[CH:22][CH:21]=1, predict the reaction product. The product is: [CH2:27]([O:26][C:23]1[CH:22]=[CH:21][C:20]([CH2:19][N:14]2[CH:13]=[C:12]3[N:17]=[C:9]([C:3]4[CH:4]=[CH:5][CH:6]=[C:7]([F:8])[C:2]=4[F:1])[N:10]=[C:11]3[CH:16]=[N:15]2)=[CH:25][CH:24]=1)[C:28]1[CH:29]=[CH:30][CH:31]=[CH:32][CH:33]=1.